This data is from Catalyst prediction with 721,799 reactions and 888 catalyst types from USPTO. The task is: Predict which catalyst facilitates the given reaction. (1) The catalyst class is: 5. Reactant: [Si](Cl)(C)(C)[CH3:2].C([N:13]1[CH2:21][CH2:20][CH2:19][C@H:14]1[CH2:15][C:16]([OH:18])=[O:17])(OC(C)(C)C)=O. Product: [NH:13]1[CH2:21][CH2:20][CH2:19][C@H:14]1[CH2:15][C:16]([O:18][CH3:2])=[O:17]. (2) Reactant: S[CH2:2]CC[Si](OC)(OC)OC.C[O-].[Na+].[Na+].[Cl-].CSCCC[Si](OC)(OC)OC.[C:29]([S:32][CH2:33][CH2:34][CH2:35][Si:36]([O:41][CH3:42])([O:39][CH3:40])[O:37][CH3:38])(=[O:31])[CH3:30]. Product: [C:29]([S:32][CH2:33][CH2:34][CH2:35][Si:36]([O:37][CH3:38])([O:39][CH3:40])[O:41][CH3:42])(=[O:31])[CH2:30][CH3:2]. The catalyst class is: 11.